From a dataset of Forward reaction prediction with 1.9M reactions from USPTO patents (1976-2016). Predict the product of the given reaction. (1) Given the reactants [C:1]([C:3]1[CH:4]=[C:5]([C:13]2[O:17][N:16]=[C:15]([C:18]3[CH:26]=[CH:25][CH:24]=[C:23]4[C:19]=3[CH:20]=[CH:21][N:22]4[CH2:27][CH2:28][CH2:29][C:30]([O:32]CC)=[O:31])[N:14]=2)[CH:6]=[CH:7][C:8]=1[O:9][CH:10]([CH3:12])[CH3:11])#[N:2].[OH-].[Na+:36].O, predict the reaction product. The product is: [C:1]([C:3]1[CH:4]=[C:5]([C:13]2[O:17][N:16]=[C:15]([C:18]3[CH:26]=[CH:25][CH:24]=[C:23]4[C:19]=3[CH:20]=[CH:21][N:22]4[CH2:27][CH2:28][CH2:29][C:30]([O-:32])=[O:31])[N:14]=2)[CH:6]=[CH:7][C:8]=1[O:9][CH:10]([CH3:12])[CH3:11])#[N:2].[Na+:36]. (2) Given the reactants C[NH:2][Si:3]([CH3:6])([CH3:5])[CH3:4].[N+:7]([C:10]1[CH:18]=[CH:17][C:13]([C:14](Cl)=[O:15])=[CH:12][CH:11]=1)([O-:9])=[O:8].[CH2:19](N(CC)CC)C.O, predict the reaction product. The product is: [N+:7]([C:10]1[CH:18]=[CH:17][C:13]([C:14]([NH:2][Si:3]([CH3:6])([CH3:5])[CH2:4][CH3:19])=[O:15])=[CH:12][CH:11]=1)([O-:9])=[O:8]. (3) Given the reactants COC1C=C(OC)C=CC=1C[N:6]([C:39]1[CH:44]=[CH:43][N:42]=[CH:41][N:40]=1)[S:7]([C:10]1[CH:15]=[CH:14][C:13]([O:16][C@H:17]2[CH2:22][CH2:21][CH2:20][CH2:19][C@@H:18]2[C:23]2[C:24]([N+:34]([O-])=O)=[N:25][N:26](C3CCCCO3)[CH:27]=2)=[C:12]([CH2:37][CH3:38])[CH:11]=1)(=[O:9])=[O:8].C([SiH](CC)CC)C.FC(F)(F)C(O)=O.ClCCl, predict the reaction product. The product is: [NH2:34][C:24]1[C:23]([C@H:18]2[CH2:19][CH2:20][CH2:21][CH2:22][C@@H:17]2[O:16][C:13]2[CH:14]=[CH:15][C:10]([S:7]([NH:6][C:39]3[CH:44]=[CH:43][N:42]=[CH:41][N:40]=3)(=[O:9])=[O:8])=[CH:11][C:12]=2[CH2:37][CH3:38])=[CH:27][NH:26][N:25]=1. (4) Given the reactants [S:1]([CH2:5][CH2:6][C:7](O)=O)([OH:4])(=[O:3])=[O:2].[NH2:10][CH2:11][CH2:12][C:13]1[N:17]=[CH:16][NH:15][CH:14]=1, predict the reaction product. The product is: [S:1]([CH2:5][CH2:6][CH2:7][NH:10][CH2:11][CH2:12][C:13]1[N:17]=[CH:16][NH:15][CH:14]=1)([OH:4])(=[O:3])=[O:2]. (5) Given the reactants [Br:1][C:2]1[N:7]=[C:6]([S:8][C:9]2[N:13]([C:14]3[CH:19]=[CH:18][CH:17]=[CH:16][C:15]=3[Cl:20])[N:12]=[C:11]([C:21]([O:23]CC)=O)[CH:10]=2)[CH:5]=[CH:4][CH:3]=1.[CH3:26][NH2:27].CO, predict the reaction product. The product is: [Br:1][C:2]1[N:7]=[C:6]([S:8][C:9]2[N:13]([C:14]3[CH:19]=[CH:18][CH:17]=[CH:16][C:15]=3[Cl:20])[N:12]=[C:11]([C:21]([NH:27][CH3:26])=[O:23])[CH:10]=2)[CH:5]=[CH:4][CH:3]=1. (6) Given the reactants N(/C(OC(C)(C)C)=O)=N\C(OC(C)(C)C)=O.[CH3:17][C:18](=[CH2:22])[CH:19](O)[CH3:20].C1(P(C2C=CC=CC=2)C2C=CC=CC=2)C=CC=CC=1.[CH3:42][C:43]1[CH:44]=[C:45]([NH:54][C:55]2[N:60]=[C:59]([C:61]([F:64])([F:63])[F:62])[CH:58]=[CH:57][N:56]=2)[CH:46]=[C:47]([C:49]2[CH:50]=[N:51][NH:52][CH:53]=2)[CH:48]=1, predict the reaction product. The product is: [CH3:42][C:43]1[CH:44]=[C:45]([NH:54][C:55]2[N:60]=[C:59]([C:61]([F:62])([F:64])[F:63])[CH:58]=[CH:57][N:56]=2)[CH:46]=[C:47]([C:49]2[CH:50]=[N:51][N:52]([CH:19]([C:18]([CH3:22])=[CH2:17])[CH3:20])[CH:53]=2)[CH:48]=1. (7) Given the reactants [C:1]([C:3]1[CH:4]=[C:5]([C:20]2[C:21]3[CH:28]=[C:27]([C:29]4[CH:37]=[CH:36][C:32]([C:33]([OH:35])=O)=[CH:31][CH:30]=4)[N:26]([CH2:38][O:39][CH2:40][CH2:41][Si:42]([CH3:45])([CH3:44])[CH3:43])[C:22]=3[N:23]=[CH:24][N:25]=2)[CH:6]=[CH:7][C:8]=1[O:9][CH:10]1[CH2:15][CH2:14][N:13]([C:16](=[O:19])[CH2:17][OH:18])[CH2:12][CH2:11]1)#[N:2].[NH:46]1[CH2:51][CH2:50][O:49][CH2:48][CH2:47]1.CN(C(ON1N=NC2C=CC=NC1=2)=[N+](C)C)C.F[P-](F)(F)(F)(F)F.CCN(C(C)C)C(C)C, predict the reaction product. The product is: [OH:18][CH2:17][C:16]([N:13]1[CH2:12][CH2:11][CH:10]([O:9][C:8]2[CH:7]=[CH:6][C:5]([C:20]3[C:21]4[CH:28]=[C:27]([C:29]5[CH:30]=[CH:31][C:32]([C:33]([N:46]6[CH2:51][CH2:50][O:49][CH2:48][CH2:47]6)=[O:35])=[CH:36][CH:37]=5)[N:26]([CH2:38][O:39][CH2:40][CH2:41][Si:42]([CH3:45])([CH3:44])[CH3:43])[C:22]=4[N:23]=[CH:24][N:25]=3)=[CH:4][C:3]=2[C:1]#[N:2])[CH2:15][CH2:14]1)=[O:19]. (8) Given the reactants [CH2:1]=[CH:2][C:3]1[CH:8]=[CH:7][CH:6]=[CH:5][CH:4]=1.Cl.[Na+].[Br-:11].[OH2:12], predict the reaction product. The product is: [Br-:11].[Br-:11].[CH2:1]=[CH:2][C:3]1[CH:8]=[CH:7][CH:6]=[CH:5][CH:4]=1.[CH2:1]1[O:12][CH:2]1[C:3]1[CH:8]=[CH:7][CH:6]=[CH:5][CH:4]=1.[CH:2](=[O:12])[C:3]1[CH:8]=[CH:7][CH:6]=[CH:5][CH:4]=1. (9) The product is: [CH3:1][O:2][C:3]1[CH:8]=[CH:7][C:6]([C:9]2([C:10]#[N:11])[CH2:17][CH2:16][CH2:15][CH2:14][CH2:13]2)=[CH:5][CH:4]=1. Given the reactants [CH3:1][O:2][C:3]1[CH:8]=[CH:7][C:6]([CH2:9][C:10]#[N:11])=[CH:5][CH:4]=1.Br[CH2:13][CH2:14][CH2:15][CH2:16][CH2:17]Br.[H-].[Na+].C1C=CC=CC=1, predict the reaction product.